From a dataset of Catalyst prediction with 721,799 reactions and 888 catalyst types from USPTO. Predict which catalyst facilitates the given reaction. (1) Reactant: [Cl:1][CH2:2][CH2:3][O:4][C:5]1[CH:11]=[CH:10][C:8]([NH2:9])=[CH:7][CH:6]=1.CC[O:14][C:15]([CH:17]1[C:22](=O)[CH2:21][CH2:20][CH2:19][CH2:18]1)=O.O.CCOC(C)=O. Product: [Cl:1][CH2:2][CH2:3][O:4][C:5]1[CH:11]=[CH:10][C:8]2[NH:9][C:15](=[O:14])[C:17]3[CH2:22][CH2:21][CH2:20][CH2:19][C:18]=3[C:7]=2[CH:6]=1. The catalyst class is: 113. (2) Reactant: [C:1]([C:4]1[C:20]([NH:21][C:22]2[CH:27]=[CH:26][C:25]([I:28])=[CH:24][C:23]=2[F:29])=[CH:19][C:18]([F:30])=[CH:17][C:5]=1[O:6][CH2:7][CH2:8][C@@H:9]([OH:16])[CH2:10]OS(C)(=O)=O)(=[O:3])[NH2:2].[OH:31][CH2:32][CH2:33][NH2:34]. Product: [F:30][C:18]1[CH:17]=[C:5]([O:6][CH2:7][CH2:8][C@@H:9]([OH:16])[CH2:10][NH:34][CH2:33][CH2:32][OH:31])[C:4]([C:1]([NH2:2])=[O:3])=[C:20]([NH:21][C:22]2[CH:27]=[CH:26][C:25]([I:28])=[CH:24][C:23]=2[F:29])[CH:19]=1. The catalyst class is: 3.